From a dataset of NCI-60 drug combinations with 297,098 pairs across 59 cell lines. Regression. Given two drug SMILES strings and cell line genomic features, predict the synergy score measuring deviation from expected non-interaction effect. (1) Synergy scores: CSS=35.4, Synergy_ZIP=0.313, Synergy_Bliss=-2.09, Synergy_Loewe=-11.5, Synergy_HSA=-2.03. Drug 2: C1C(C(OC1N2C=NC3=C2NC=NCC3O)CO)O. Cell line: U251. Drug 1: C1CN1C2=NC(=NC(=N2)N3CC3)N4CC4. (2) Drug 2: CC12CCC3C(C1CCC2OP(=O)(O)O)CCC4=C3C=CC(=C4)OC(=O)N(CCCl)CCCl.[Na+]. Cell line: UACC62. Synergy scores: CSS=3.87, Synergy_ZIP=-4.10, Synergy_Bliss=-6.57, Synergy_Loewe=-5.60, Synergy_HSA=-5.86. Drug 1: CC1=CC=C(C=C1)C2=CC(=NN2C3=CC=C(C=C3)S(=O)(=O)N)C(F)(F)F.